This data is from Forward reaction prediction with 1.9M reactions from USPTO patents (1976-2016). The task is: Predict the product of the given reaction. (1) Given the reactants C(OC([C:6]1C=C(C#N)C=C(C)[N:7]=1)=O)C.[F:15][C:16]1[CH:17]=[CH:18][C:19]([NH:22][C:23]([C:25]2[CH:30]=[C:29](Br)[CH:28]=[C:27]([CH:32]([CH3:34])[CH3:33])[N:26]=2)=[O:24])=[N:20][CH:21]=1, predict the reaction product. The product is: [F:15][C:16]1[CH:17]=[CH:18][C:19]([NH:22][C:23]([C:25]2[CH:30]=[C:29]([C:6]#[N:7])[CH:28]=[C:27]([CH:32]([CH3:34])[CH3:33])[N:26]=2)=[O:24])=[N:20][CH:21]=1. (2) Given the reactants [CH2:1]([N:3]1[C:7]2=[N:8][CH:9]=[C:10]([C:19]#[N:20])[C:11]([NH:12][CH:13]3[CH2:18][CH2:17][O:16][CH2:15][CH2:14]3)=[C:6]2[CH:5]=[N:4]1)[CH3:2].Cl.[NH2:22][OH:23].C(=O)([O-])O.[Na+], predict the reaction product. The product is: [CH2:1]([N:3]1[C:7]2=[N:8][CH:9]=[C:10]([C:19](=[NH:20])[NH:22][OH:23])[C:11]([NH:12][CH:13]3[CH2:14][CH2:15][O:16][CH2:17][CH2:18]3)=[C:6]2[CH:5]=[N:4]1)[CH3:2].